Dataset: Reaction yield outcomes from USPTO patents with 853,638 reactions. Task: Predict the reaction yield, written as a fraction of the theoretical maximum amount of product (1.0 means a 100% yield; for example, 0.34 means a 34% yield). (1) The reactants are Br[C:2]1[C:7]2[CH:8]([C:11]3[CH:16]=[CH:15][C:14]([CH:17]([CH3:19])[CH3:18])=[CH:13][CH:12]=3)[CH2:9][O:10][C:6]=2[C:5]([CH3:20])=[C:4]([CH3:21])[C:3]=1[NH:22][C:23](=[O:29])[CH2:24][C:25]([CH3:28])([CH3:27])[CH3:26].CCCCCC.[C:36](OCC)(=[O:38])C. No catalyst specified. The product is [CH:17]([C:14]1[CH:15]=[CH:16][C:11]([CH:8]2[C:7]3[C:2]([O:38][CH3:36])=[C:3]([NH:22][C:23](=[O:29])[CH2:24][C:25]([CH3:28])([CH3:27])[CH3:26])[C:4]([CH3:21])=[C:5]([CH3:20])[C:6]=3[O:10][CH2:9]2)=[CH:12][CH:13]=1)([CH3:19])[CH3:18]. The yield is 0.210. (2) The catalyst is O. The product is [CH2:1]([C:3]1[N:7]([CH3:44])[N:6]=[C:5]([C:8]2[C:12]3[C:13]([NH:17][CH:18]4[CH2:19][CH2:20][O:21][CH2:22][CH2:23]4)=[N:14][CH:15]=[CH:16][C:11]=3[NH:10][N:9]=2)[CH:4]=1)[CH3:2]. The reactants are [CH2:1]([C:3]1[NH:7][N:6]=[C:5]([C:8]2[C:12]3[C:13]([NH:17][CH:18]4[CH2:23][CH2:22][O:21][CH2:20][CH2:19]4)=[N:14][CH:15]=[CH:16][C:11]=3[N:10](C(C3C=CC=CC=3)(C3C=CC=CC=3)C3C=CC=CC=3)[N:9]=2)[CH:4]=1)[CH3:2].O1CCC(NC2C3C(C=CC(=O)CC)=NN(C(C4C=CC=CC=4)(C4C=CC=CC=4)C4C=CC=CC=4)C=3C=CN=2)C[CH2:44]1.CN(C)C=O.O.NN.ClCCl.ClC1C(=O)C(C#N)=C(C#N)C(=O)C=1Cl. The yield is 0.980. (3) The catalyst is C(O)(=O)C.CO.[Fe]. The reactants are [CH2:1]([O:8][C:9]1[C:18]([O:19][CH3:20])=[CH:17][C:12]([C:13]([O:15][CH3:16])=[O:14])=[C:11]([N+:21]([O-])=O)[CH:10]=1)[C:2]1[CH:7]=[CH:6][CH:5]=[CH:4][CH:3]=1. The yield is 0.670. The product is [NH2:21][C:11]1[CH:10]=[C:9]([O:8][CH2:1][C:2]2[CH:3]=[CH:4][CH:5]=[CH:6][CH:7]=2)[C:18]([O:19][CH3:20])=[CH:17][C:12]=1[C:13]([O:15][CH3:16])=[O:14]. (4) The catalyst is CCCCCCC.C(OCC)(=O)C. The product is [CH:11]1[C:12]2[C:7](=[CH:6][C:5]3[C:14]([C:13]=2[CH2:15][O:16][C:17](=[O:25])[NH:18][CH2:19][CH2:20][O:21][CH2:22][CH2:23][O:24][CH2:39][CH2:38][CH2:37][CH2:36][CH2:35][CH2:34][Cl:33])=[CH:1][CH:2]=[CH:3][CH:4]=3)[CH:8]=[CH:9][CH:10]=1. The yield is 0.410. The reactants are [CH:1]1[C:14]2[C:5](=[CH:6][C:7]3[C:12]([C:13]=2[CH2:15][O:16][C:17](=[O:25])[NH:18][CH2:19][CH2:20][O:21][CH2:22][CH2:23][OH:24])=[CH:11][CH:10]=[CH:9][CH:8]=3)[CH:4]=[CH:3][CH:2]=1.[H-].[Na+].C1COCC1.[Cl:33][CH2:34][CH2:35][CH2:36][CH2:37][CH2:38][CH2:39]I. (5) The reactants are [I:1][C:2]1[CH:3]=[C:4]([OH:8])[CH:5]=[CH:6][CH:7]=1.Cl.Cl[CH2:11][CH2:12][N:13]([CH3:15])[CH3:14].C(=O)([O-])[O-].[K+].[K+]. The catalyst is CC(C)=O. The product is [I:1][C:2]1[CH:3]=[C:4]([CH:5]=[CH:6][CH:7]=1)[O:8][CH2:11][CH2:12][N:13]([CH3:15])[CH3:14]. The yield is 0.570. (6) The reactants are [P:1]([OH:39])([OH:38])([O:3][CH2:4][N:5]1[C:9]2=[N:10][CH:11]=[C:12]([C:14]3[CH:19]=[CH:18][C:17]([Cl:20])=[CH:16][CH:15]=3)[CH:13]=[C:8]2[C:7]([C:21](=[O:37])[C:22]2[C:27]([F:28])=[CH:26][CH:25]=[C:24]([NH:29][S:30]([CH2:33][CH2:34][CH3:35])(=[O:32])=[O:31])[C:23]=2[F:36])=[CH:6]1)=[O:2].[OH-].[Na+:41]. The catalyst is C1COCC1.O. The product is [P:1]([O-:38])([O-:39])([O:3][CH2:4][N:5]1[C:9]2=[N:10][CH:11]=[C:12]([C:14]3[CH:19]=[CH:18][C:17]([Cl:20])=[CH:16][CH:15]=3)[CH:13]=[C:8]2[C:7]([C:21](=[O:37])[C:22]2[C:27]([F:28])=[CH:26][CH:25]=[C:24]([NH:29][S:30]([CH2:33][CH2:34][CH3:35])(=[O:32])=[O:31])[C:23]=2[F:36])=[CH:6]1)=[O:2].[Na+:41].[Na+:41]. The yield is 0.944. (7) The reactants are C(OC(=O)[NH:7][C:8]1[CH:9]=[N:10][C:11]([O:15][C:16]2[CH:21]=[C:20]([O:22][CH2:23][CH2:24][O:25][CH3:26])[CH:19]=[CH:18][C:17]=2/[CH:27]=[CH:28]/[C:29](=[O:39])[NH:30][S:31]([CH2:34][CH2:35][CH2:36][CH2:37][CH3:38])(=[O:33])=[O:32])=[C:12]([CH3:14])[CH:13]=1)(C)(C)C.CO.[ClH:43]. The catalyst is CO. The product is [ClH:43].[ClH:43].[NH2:7][C:8]1[CH:13]=[C:12]([CH3:14])[C:11]([O:15][C:16]2[CH:21]=[C:20]([O:22][CH2:23][CH2:24][O:25][CH3:26])[CH:19]=[CH:18][C:17]=2/[CH:27]=[CH:28]/[C:29]([NH:30][S:31]([CH2:34][CH2:35][CH2:36][CH2:37][CH3:38])(=[O:33])=[O:32])=[O:39])=[N:10][CH:9]=1. The yield is 0.660.